This data is from Full USPTO retrosynthesis dataset with 1.9M reactions from patents (1976-2016). The task is: Predict the reactants needed to synthesize the given product. (1) Given the product [NH2:34]/[C:33](=[N:32]\[O:15][C:14]([C@@H:11]1[CH2:12][CH2:13][C@H:9]([NH:8][C:6](=[O:7])[O:5][C:1]([CH3:4])([CH3:2])[CH3:3])[CH2:10]1)=[O:16])/[C:35]1[CH:40]=[CH:39][CH:38]=[CH:37][CH:36]=1, predict the reactants needed to synthesize it. The reactants are: [C:1]([O:5][C:6]([NH:8][C@H:9]1[CH2:13][CH2:12][C@@H:11]([C:14]([OH:16])=[O:15])[CH2:10]1)=[O:7])([CH3:4])([CH3:3])[CH3:2].C1C=CC2N(O)N=NC=2C=1.C(Cl)CCl.O[N:32]=[C:33]([C:35]1[CH:40]=[CH:39][CH:38]=[CH:37][CH:36]=1)[NH2:34]. (2) The reactants are: I[C:2]1[CH:3]=[CH:4][C:5]2[N:6]([CH:8]=[C:9]([NH:11][C:12]([CH:14]3[CH2:16][CH2:15]3)=[O:13])[N:10]=2)[N:7]=1.[NH2:17][C:18]1[CH:19]=[C:20]([OH:26])[C:21]([Cl:25])=[CH:22][C:23]=1[F:24].C(=O)([O-])[O-].[K+].[K+]. Given the product [NH2:17][C:18]1[C:23]([F:24])=[CH:22][C:21]([Cl:25])=[C:20]([CH:19]=1)[O:26][C:2]1[CH:3]=[CH:4][C:5]2[N:6]([CH:8]=[C:9]([NH:11][C:12]([CH:14]3[CH2:16][CH2:15]3)=[O:13])[N:10]=2)[N:7]=1, predict the reactants needed to synthesize it. (3) Given the product [F:1][C:2]1[CH:3]=[C:4]([CH:9]2[CH2:10][CH2:11][NH:12][CH2:13][CH2:14]2)[CH:5]=[C:6]([F:8])[CH:7]=1, predict the reactants needed to synthesize it. The reactants are: [F:1][C:2]1[CH:3]=[C:4]([C:9]2[CH2:10][CH2:11][NH:12][CH2:13][CH:14]=2)[CH:5]=[C:6]([F:8])[CH:7]=1.Cl. (4) Given the product [NH2:19][C:10]1[C:9]2[N:8]=[CH:7][N:6]([CH2:5][CH2:4][CH2:3][CH2:2][NH:1][C:24](=[O:25])[C:23]3[CH:27]=[CH:28][C:29]([O:31][CH3:32])=[N:30][C:22]=3[O:21][CH3:20])[C:18]=2[C:17]2[CH:16]=[CH:15][CH:14]=[CH:13][C:12]=2[N:11]=1, predict the reactants needed to synthesize it. The reactants are: [NH2:1][CH2:2][CH2:3][CH2:4][CH2:5][N:6]1[C:18]2[C:17]3[CH:16]=[CH:15][CH:14]=[CH:13][C:12]=3[N:11]=[C:10]([NH2:19])[C:9]=2[N:8]=[CH:7]1.[CH3:20][O:21][C:22]1[N:30]=[C:29]([O:31][CH3:32])[CH:28]=[CH:27][C:23]=1[C:24](Cl)=[O:25]. (5) Given the product [CH3:17][C:18]1[C:23]([CH3:24])=[CH:22][CH:21]=[CH:20][C:19]=1[C:2]1[CH:3]=[C:4]([NH:8][C:9]([C:10]2[CH:15]=[CH:14][CH:13]=[CH:12][CH:11]=2)=[O:16])[CH:5]=[N:6][CH:7]=1, predict the reactants needed to synthesize it. The reactants are: Br[C:2]1[CH:3]=[C:4]([NH:8][C:9](=[O:16])[C:10]2[CH:15]=[CH:14][CH:13]=[CH:12][CH:11]=2)[CH:5]=[N:6][CH:7]=1.[CH3:17][C:18]1[C:23]([CH3:24])=[CH:22][CH:21]=[CH:20][C:19]=1B(O)O.C(=O)([O-])[O-].[K+].[K+].O.